Dataset: Forward reaction prediction with 1.9M reactions from USPTO patents (1976-2016). Task: Predict the product of the given reaction. (1) Given the reactants C([N:4]1[C:12]2[C:7](=[CH:8][CH:9]=[C:10]([NH:13][C:14]3[N:19]=[C:18]([NH:20][C:21]4[CH:22]=[N:23][C:24]5[C:29]([CH:30]=4)=[CH:28][CH:27]=[CH:26][CH:25]=5)[CH:17]=[CH:16][N:15]=3)[CH:11]=2)[C:6]([CH3:32])([CH3:31])[CH2:5]1)(=O)C.CCOC(C)=O.C([O-])(O)=O.[Na+], predict the reaction product. The product is: [CH3:31][C:6]1([CH3:32])[C:7]2[C:12](=[CH:11][C:10]([NH:13][C:14]3[N:19]=[C:18]([NH:20][C:21]4[CH:22]=[N:23][C:24]5[C:29]([CH:30]=4)=[CH:28][CH:27]=[CH:26][CH:25]=5)[CH:17]=[CH:16][N:15]=3)=[CH:9][CH:8]=2)[NH:4][CH2:5]1. (2) The product is: [Cl:10][C:11]1[CH:12]=[C:13]2[C:17](=[CH:18][C:19]=1[Cl:20])[CH:16]([OH:21])[N:15]([C@@H:22]1[CH2:26][CH2:25][C@H:24]([O:27][S:30]([CH3:29])(=[O:32])=[O:31])[CH2:23]1)[CH:14]2[OH:28]. Given the reactants CCN(C(C)C)C(C)C.[Cl:10][C:11]1[CH:12]=[C:13]2[C:17](=[CH:18][C:19]=1[Cl:20])[CH:16]([OH:21])[N:15]([CH:22]1[CH2:26][CH2:25][CH:24]([OH:27])[CH2:23]1)[CH:14]2[OH:28].[CH3:29][S:30](Cl)(=[O:32])=[O:31], predict the reaction product. (3) Given the reactants [CH3:1][C:2]1[C:14]2[NH:13][C:12]3[C:7](=[CH:8][CH:9]=[C:10]([OH:15])[CH:11]=3)[C:6]=2[CH:5]=[CH:4][N:3]=1.Br[CH2:17][C:18]1[CH:23]=[CH:22][CH:21]=[CH:20][CH:19]=1, predict the reaction product. The product is: [CH3:1][C:2]1[C:14]2[N:13]([CH2:17][C:18]3[CH:23]=[CH:22][CH:21]=[CH:20][CH:19]=3)[C:12]3[C:7](=[CH:8][CH:9]=[C:10]([O:15][CH2:6][C:7]4[CH:12]=[CH:11][CH:10]=[CH:9][CH:8]=4)[CH:11]=3)[C:6]=2[CH:5]=[CH:4][N:3]=1. (4) The product is: [N+:1]([C:16]1[C:17]2[C:22](=[CH:21][CH:20]=[CH:19][C:18]=2[CH2:23][C:24]([O:26][C:27]([CH3:30])([CH3:29])[CH3:28])=[O:25])[N:14]([S:11]([C:5]2[CH:6]=[CH:7][CH:8]=[CH:9][CH:10]=2)(=[O:12])=[O:13])[CH:15]=1)([O-:4])=[O:2]. Given the reactants [N+:1]([O-:4])(O)=[O:2].[C:5]1([S:11]([N:14]2[C:22]3[C:17](=[C:18]([CH2:23][C:24]([O:26][C:27]([CH3:30])([CH3:29])[CH3:28])=[O:25])[CH:19]=[CH:20][CH:21]=3)[CH:16]=[CH:15]2)(=[O:13])=[O:12])[CH:10]=[CH:9][CH:8]=[CH:7][CH:6]=1, predict the reaction product. (5) The product is: [CH:66]1([C:69]([NH:53][C@H:46]([C:47]2[CH:48]=[CH:49][CH:50]=[CH:51][CH:52]=2)[C:45]([N:38]2[CH2:39][C@@H:40]([CH2:42][O:43][CH3:44])[CH2:41][C@H:37]2[C:35]2[NH:36][C:32]([C:29]3[CH:28]=[CH:27][C:26]([C:23]4[CH:22]=[CH:21][C:20]([C:17]5[NH:16][C:15]([C@@H:10]6[CH2:11][CH2:12][C@H:13]([CH3:14])[N:9]6[C:7](=[O:8])[C@@H:6]([NH:5][C:3](=[O:4])[O:2][CH3:1])[CH:62]([CH3:64])[CH3:63])=[N:19][CH:18]=5)=[CH:25][CH:24]=4)=[CH:31][CH:30]=3)=[CH:33][N:34]=2)=[O:61])=[O:71])[CH2:68][CH2:67]1. Given the reactants [CH3:1][O:2][C:3]([NH:5][C@@H:6]([CH:62]([CH3:64])[CH3:63])[C:7]([N:9]1[C@@H:13]([CH3:14])[CH2:12][CH2:11][C@H:10]1[C:15]1[NH:16][C:17]([C:20]2[CH:25]=[CH:24][C:23]([C:26]3[CH:31]=[CH:30][C:29]([C:32]4[NH:36][C:35]([C@@H:37]5[CH2:41][C@H:40]([CH2:42][O:43][CH3:44])[CH2:39][N:38]5[C:45](=[O:61])[C@H:46]([NH:53]C(=O)OC(C)(C)C)[C:47]5[CH:52]=[CH:51][CH:50]=[CH:49][CH:48]=5)=[N:34][CH:33]=4)=[CH:28][CH:27]=3)=[CH:22][CH:21]=2)=[CH:18][N:19]=1)=[O:8])=[O:4].Cl.[CH:66]1([C:69]([OH:71])=O)[CH2:68][CH2:67]1.CCOC(C(C#N)=NOC(N1CCOCC1)=[N+](C)C)=O.F[P-](F)(F)(F)(F)F.CCN(C(C)C)C(C)C, predict the reaction product. (6) The product is: [Cl:25][C:26]1[CH:31]=[CH:30][C:29]([O:18][C@H:16]([CH3:17])[CH2:15][CH2:14][O:13][C:10]2[CH:11]=[CH:12][C:7]([S:6][CH2:5][C:4]([OH:3])=[O:24])=[C:8]([CH3:23])[CH:9]=2)=[C:28]([O:33][C:34]2[CH:35]=[CH:36][CH:37]=[CH:38][CH:39]=2)[CH:27]=1. Given the reactants C([O:3][C:4](=[O:24])[CH2:5][S:6][C:7]1[CH:12]=[CH:11][C:10]([O:13][CH2:14][CH2:15][C@@H:16]([O:18]S(C)(=O)=O)[CH3:17])=[CH:9][C:8]=1[CH3:23])C.[Cl:25][C:26]1[CH:31]=[CH:30][C:29](O)=[C:28]([O:33][C:34]2[CH:39]=[CH:38][CH:37]=[CH:36][CH:35]=2)[CH:27]=1, predict the reaction product. (7) Given the reactants [NH2:1][C:2]1[C:7]2[C:8]([C:11]3[CH:16]=[CH:15][C:14]([NH:17][C:18]([C:20]4[N:21]([CH3:29])[C:22]5[C:27]([CH:28]=4)=[CH:26][CH:25]=[CH:24][CH:23]=5)=[O:19])=[C:13]([O:30][CH3:31])[CH:12]=3)=[CH:9][S:10][C:6]=2[C:5](/[CH:32]=[CH:33]/[CH2:34][CH2:35][N:36]2[CH2:41][CH2:40][CH:39]([CH2:42][NH:43]C(=O)OC(C)(C)C)[CH2:38][CH2:37]2)=[CH:4][N:3]=1.CC[NH+](CC)CC.CC[NH+](CC)CC.C([O-])([O-])=O, predict the reaction product. The product is: [NH2:1][C:2]1[C:7]2[C:8]([C:11]3[CH:16]=[CH:15][C:14]([NH:17][C:18]([C:20]4[N:21]([CH3:29])[C:22]5[C:27]([CH:28]=4)=[CH:26][CH:25]=[CH:24][CH:23]=5)=[O:19])=[C:13]([O:30][CH3:31])[CH:12]=3)=[CH:9][S:10][C:6]=2[C:5](/[CH:32]=[CH:33]/[CH2:34][CH2:35][N:36]2[CH2:37][CH2:38][CH:39]([CH2:42][NH2:43])[CH2:40][CH2:41]2)=[CH:4][N:3]=1. (8) The product is: [CH2:1]([N:3]1[CH2:8][CH2:7][CH2:6][CH:5]([CH2:9][C:10]2[CH:15]=[C:14]([F:16])[CH:13]=[CH:12][C:11]=2[S:17]([NH:21][C:22]2[C:31]([C:32]([O:34][CH3:35])=[O:33])=[C:30]3[C:25]([C@H:26]4[CH2:36][C@H:27]4[CH2:28][O:29]3)=[CH:24][CH:23]=2)(=[O:19])=[O:18])[CH2:4]1)[CH3:2]. Given the reactants [CH2:1]([N:3]1[CH2:8][CH2:7][CH2:6][CH:5]([CH2:9][C:10]2[CH:15]=[C:14]([F:16])[CH:13]=[CH:12][C:11]=2[S:17](Cl)(=[O:19])=[O:18])[CH2:4]1)[CH3:2].[NH2:21][C:22]1[C:31]([C:32]([O:34][CH3:35])=[O:33])=[C:30]2[C:25]([C@H:26]3[CH2:36][C@H:27]3[CH2:28][O:29]2)=[CH:24][CH:23]=1, predict the reaction product. (9) Given the reactants [NH2:1][C:2]1[C:3](=[O:13])[C:4]2[C:9]([C:10](=[O:12])[CH:11]=1)=[CH:8][CH:7]=[CH:6][CH:5]=2.[H-].[Na+].[Cl:16][C:17]1[CH:25]=[CH:24][C:20]([C:21](Cl)=[O:22])=[CH:19][CH:18]=1, predict the reaction product. The product is: [Cl:16][C:17]1[CH:25]=[CH:24][C:20]([C:21]([NH:1][C:2]2[C:3](=[O:13])[C:4]3[C:9]([C:10](=[O:12])[CH:11]=2)=[CH:8][CH:7]=[CH:6][CH:5]=3)=[O:22])=[CH:19][CH:18]=1.